From a dataset of Reaction yield outcomes from USPTO patents with 853,638 reactions. Predict the reaction yield, written as a fraction of the theoretical maximum amount of product (1.0 means a 100% yield; for example, 0.34 means a 34% yield). (1) The reactants are [NH2:1][C:2]1[CH:11]=[CH:10][C:5]2[NH:6][C:7](=[O:9])[O:8][C:4]=2[CH:3]=1.[Cl:12][C:13]1[N:18]=[C:17](Cl)[C:16]([CH3:20])=[CH:15][N:14]=1.CO. The catalyst is O. The product is [Cl:12][C:13]1[N:18]=[C:17]([NH:1][C:2]2[CH:11]=[CH:10][C:5]3[NH:6][C:7](=[O:9])[O:8][C:4]=3[CH:3]=2)[C:16]([CH3:20])=[CH:15][N:14]=1. The yield is 0.860. (2) The reactants are Cl[C:2]1[NH:3][C:4]([C:12]2[CH:17]=[CH:16][CH:15]=[CH:14][CH:13]=2)=[CH:5][C:6]=1[C:7]([O:9][CH2:10][CH3:11])=[O:8]. The catalyst is C(O)C.[C].[Pd]. The product is [C:12]1([C:4]2[NH:3][CH:2]=[C:6]([C:7]([O:9][CH2:10][CH3:11])=[O:8])[CH:5]=2)[CH:13]=[CH:14][CH:15]=[CH:16][CH:17]=1. The yield is 0.620. (3) The reactants are [O:1]=[C:2]([CH3:15])[CH2:3][C:4]1[CH:14]=[CH:13][C:7]([C:8]([O:10][CH2:11][CH3:12])=[O:9])=[CH:6][CH:5]=1.C([O-])(=O)C.[NH4+].[BH4-].[Na+]. The catalyst is CO. The product is [OH:1][CH:2]([CH3:15])[CH2:3][C:4]1[CH:14]=[CH:13][C:7]([C:8]([O:10][CH2:11][CH3:12])=[O:9])=[CH:6][CH:5]=1. The yield is 0.520. (4) The reactants are [NH2:1][C:2]1[C:3](=[O:9])[N:4]([CH3:8])[N:5]=[CH:6][CH:7]=1.[C:10]1([CH3:23])[CH:15]=[CH:14][CH:13]=[CH:12][C:11]=1[O:16][CH:17]1[CH2:22][CH2:21][NH:20][CH2:19][CH2:18]1.Cl.FC(F)(F)C1C=CC=C[C:28]=1[O:29]C1CCNCC1. No catalyst specified. The product is [CH3:8][N:4]1[C:3](=[O:9])[C:2]([NH:1][C:28]([N:20]2[CH2:21][CH2:22][CH:17]([O:16][C:11]3[CH:12]=[CH:13][CH:14]=[CH:15][C:10]=3[CH3:23])[CH2:18][CH2:19]2)=[O:29])=[CH:7][CH:6]=[N:5]1. The yield is 0.500. (5) The reactants are [P:1]([O:8][CH2:9][CH3:10])([O:5][CH2:6][CH3:7])[O:2]CC.Br[CH2:12][CH2:13][CH2:14][CH2:15][CH2:16][CH2:17][CH2:18][CH2:19][CH2:20][CH2:21][CH2:22][CH2:23][CH:24]1[CH2:29][CH2:28][CH2:27][CH2:26][CH2:25]1. No catalyst specified. The product is [CH:24]1([CH2:23][CH2:22][CH2:21][CH2:20][CH2:19][CH2:18][CH2:17][CH2:16][CH2:15][CH2:14][CH2:13][CH2:12][P:1](=[O:2])([O:5][CH2:6][CH3:7])[O:8][CH2:9][CH3:10])[CH2:29][CH2:28][CH2:27][CH2:26][CH2:25]1. The yield is 0.700. (6) The reactants are [C:1]([C:3]1[CH:4]=[C:5]([NH:14][C:15]([NH:17][C:18]([CH3:22])([CH3:21])[CH2:19][OH:20])=[S:16])[CH:6]=[CH:7][C:8]=1[N:9]=[CH:10][N:11](C)C)#[N:2].[CH3:23][C:24]1[CH:25]=[C:26](N)[CH:27]=[CH:28][C:29]=1[O:30][C:31]1[CH:32]=[CH:33][C:34]2[O:38][C:37]([CH3:39])=[N:36][C:35]=2[CH:40]=1.C(O)(=O)C. The product is [OH:20][CH2:19][C:18]([NH:17][C:15]([NH:14][C:5]1[CH:4]=[C:3]2[C:8](=[CH:7][CH:6]=1)[N:9]=[CH:10][N:11]=[C:1]2[NH:2][C:26]1[CH:27]=[CH:28][C:29]([O:30][C:31]2[CH:32]=[CH:33][C:34]3[O:38][C:37]([CH3:39])=[N:36][C:35]=3[CH:40]=2)=[C:24]([CH3:23])[CH:25]=1)=[S:16])([CH3:21])[CH3:22]. The catalyst is C(OC(C)C)(=O)C. The yield is 0.620.